From a dataset of Peptide-MHC class I binding affinity with 185,985 pairs from IEDB/IMGT. Regression. Given a peptide amino acid sequence and an MHC pseudo amino acid sequence, predict their binding affinity value. This is MHC class I binding data. (1) The peptide sequence is DRTDLEHDRV. The MHC is Mamu-B03 with pseudo-sequence Mamu-B03. The binding affinity (normalized) is 0.152. (2) The peptide sequence is HTAWDSHWV. The MHC is HLA-A02:11 with pseudo-sequence HLA-A02:11. The binding affinity (normalized) is 0.553. (3) The peptide sequence is DIICEDAMY. The MHC is HLA-A31:01 with pseudo-sequence HLA-A31:01. The binding affinity (normalized) is 0. (4) The MHC is HLA-A24:03 with pseudo-sequence HLA-A24:03. The binding affinity (normalized) is 0.0847. The peptide sequence is KPPRGVLLY. (5) The peptide sequence is ELYPTVNTY. The MHC is HLA-B07:02 with pseudo-sequence HLA-B07:02. The binding affinity (normalized) is 0.0847.